Predict the product of the given reaction. From a dataset of Forward reaction prediction with 1.9M reactions from USPTO patents (1976-2016). Given the reactants [Br:1][C:2]1[CH:9]=[CH:8][C:5]([CH2:6]Br)=[C:4]([C:10]([F:13])([F:12])[F:11])[CH:3]=1.[C:14]([O-:17])(=[S:16])[CH3:15].[K+], predict the reaction product. The product is: [Br:1][C:2]1[CH:9]=[CH:8][C:5]([CH2:6][S:16][C:14](=[O:17])[CH3:15])=[C:4]([C:10]([F:13])([F:12])[F:11])[CH:3]=1.